From a dataset of Forward reaction prediction with 1.9M reactions from USPTO patents (1976-2016). Predict the product of the given reaction. (1) Given the reactants [C:1]([C:5]1[CH:18]=[CH:17][CH:16]=[CH:15][C:6]=1[O:7][C:8]1[C:13]([NH2:14])=[CH:12][CH:11]=[CH:10][N:9]=1)([CH3:4])([CH3:3])[CH3:2].[C:19]1([N:29]=[C:30]=[S:31])[C:28]2[C:23](=[CH:24][CH:25]=[CH:26][CH:27]=2)[CH:22]=[CH:21][CH:20]=1, predict the reaction product. The product is: [C:1]([C:5]1[CH:18]=[CH:17][CH:16]=[CH:15][C:6]=1[O:7][C:8]1[C:13]([NH:14][C:30]([NH:29][C:19]2[C:28]3[C:23](=[CH:24][CH:25]=[CH:26][CH:27]=3)[CH:22]=[CH:21][CH:20]=2)=[S:31])=[CH:12][CH:11]=[CH:10][N:9]=1)([CH3:4])([CH3:2])[CH3:3]. (2) Given the reactants [CH2:1]([O:3][C:4](=[O:18])[CH:5]=[CH:6][C:7]1[C:8](Cl)=[N:9][C:10]([C:13]([F:16])([F:15])[F:14])=[CH:11][CH:12]=1)[CH3:2].[CH3:19][O:20][C:21]1[CH:22]=[C:23](B(O)O)[CH:24]=[CH:25][CH:26]=1, predict the reaction product. The product is: [CH2:1]([O:3][C:4](=[O:18])[CH:5]=[CH:6][C:7]1[C:8]([C:25]2[CH:24]=[CH:23][CH:22]=[C:21]([O:20][CH3:19])[CH:26]=2)=[N:9][C:10]([C:13]([F:16])([F:15])[F:14])=[CH:11][CH:12]=1)[CH3:2]. (3) Given the reactants FC(F)(F)C(O)=O.C(OC([N:15]1[C:20]2[CH:21]=[C:22]([Cl:28])[C:23]([O:25][CH2:26][CH3:27])=[CH:24][C:19]=2[O:18][CH:17]([C:29]([N:31]2[CH2:36][CH2:35][C:34]([C:45]#[N:46])([CH2:37][C:38]3[CH:43]=[CH:42][C:41]([F:44])=[CH:40][CH:39]=3)[CH2:33][CH2:32]2)=[O:30])[CH2:16]1)=O)(C)(C)C, predict the reaction product. The product is: [Cl:28][C:22]1[C:23]([O:25][CH2:26][CH3:27])=[CH:24][C:19]2[O:18][CH:17]([C:29]([N:31]3[CH2:32][CH2:33][C:34]([CH2:37][C:38]4[CH:39]=[CH:40][C:41]([F:44])=[CH:42][CH:43]=4)([C:45]#[N:46])[CH2:35][CH2:36]3)=[O:30])[CH2:16][NH:15][C:20]=2[CH:21]=1. (4) Given the reactants C(=O)([O-])[O-].[Na+].[Na+].[F:7][C:8]1[C:9](B(O)O)=[CH:10][C:11]([O:14][CH3:15])=[N:12][CH:13]=1.[Cl:19][C:20]1[N:25]=[C:24](Cl)[CH:23]=[CH:22][N:21]=1.O1CCOCC1.O, predict the reaction product. The product is: [Cl:19][C:20]1[N:25]=[C:24]([C:9]2[C:8]([F:7])=[CH:13][N:12]=[C:11]([O:14][CH3:15])[CH:10]=2)[CH:23]=[CH:22][N:21]=1.